This data is from Reaction yield outcomes from USPTO patents with 853,638 reactions. The task is: Predict the reaction yield, written as a fraction of the theoretical maximum amount of product (1.0 means a 100% yield; for example, 0.34 means a 34% yield). (1) The reactants are C([O:5][C:6]([C:8](NC(=O)OC(C)(C)C)=[CH:9][C:10]1[N:11]=[CH:12][O:13][C:14]=1[C:15]([CH3:18])([CH3:17])[CH3:16])=[O:7])(C)(C)C.Cl.[O:28]1CCOCC1. No catalyst specified. The product is [C:15]([C:14]1[O:13][CH:12]=[N:11][C:10]=1[CH:9]=[C:8]([OH:28])[C:6]([OH:5])=[O:7])([CH3:18])([CH3:17])[CH3:16]. The yield is 0.760. (2) The reactants are [ClH:1].[CH2:2]([CH:4]([N:7]1[CH2:12][CH2:11][N:10]([C:13]2[CH:18]=[CH:17][C:16]([C:19]([C:21]3[CH:26]=[CH:25][CH:24]=[CH:23][CH:22]=3)=O)=[CH:15][CH:14]=2)[CH2:9][CH2:8]1)[CH2:5][CH3:6])[CH3:3].FC(F)(F)C(O)=O.C([SiH](CC)CC)C. No catalyst specified. The product is [ClH:1].[CH2:19]([C:16]1[CH:17]=[CH:18][C:13]([N:10]2[CH2:9][CH2:8][N:7]([CH:4]([CH2:5][CH3:6])[CH2:2][CH3:3])[CH2:12][CH2:11]2)=[CH:14][CH:15]=1)[C:21]1[CH:26]=[CH:25][CH:24]=[CH:23][CH:22]=1. The yield is 0.610. (3) The reactants are [CH3:1][C:2]([CH3:10])([CH:5]([OH:9])[CH:6]([CH3:8])[CH3:7])[CH2:3][OH:4].[N+:11]([C:14]1[CH:21]=[CH:20][CH:19]=[C:18]([N+]([O-])=O)[C:15]=1[C:16]#[N:17])([O-:13])=[O:12]. No catalyst specified. The product is [OH:9][CH:5]([CH:6]([CH3:8])[CH3:7])[C:2]([CH3:10])([CH3:1])[CH2:3][O:4][C:18]1[CH:19]=[CH:20][CH:21]=[C:14]([N+:11]([O-:13])=[O:12])[C:15]=1[C:16]#[N:17]. The yield is 0.900. (4) The reactants are Cl[C:2]1[N:3]=[CH:4][C:5]2[C:10]([CH:11]=1)=[CH:9][CH:8]=[CH:7][CH:6]=2.[O-:12][CH2:13][CH3:14].[K+]. No catalyst specified. The product is [CH2:13]([O:12][C:2]1[N:3]=[CH:4][C:5]2[C:10]([CH:11]=1)=[CH:9][CH:8]=[CH:7][CH:6]=2)[CH3:14]. The yield is 0.480. (5) The reactants are [CH3:1][N:2]1[CH2:7][CH2:6][CH:5]([NH2:8])[CH2:4][CH2:3]1.C([O-])([O-])=O.[K+].[K+].N1CCC[C@H]1C(O)=O.[CH3:23][O:24][C:25]1[CH:66]=[CH:65][C:28]([CH2:29][N:30]2[C:34]3=[N:35][CH:36]=[CH:37][C:38]([O:39][C:40]4[CH:45]=[CH:44][C:43]([NH:46][C:47]5[N:62]=[CH:61][CH:60]=[CH:59][C:48]=5[C:49]([NH:51][C:52]5[CH:57]=[CH:56][C:55]([F:58])=[CH:54][CH:53]=5)=[O:50])=[CH:42][C:41]=4[F:63])=[C:33]3[C:32](I)=[N:31]2)=[CH:27][CH:26]=1. The catalyst is CS(C)=O.O.C(Cl)Cl. The product is [CH3:23][O:24][C:25]1[CH:26]=[CH:27][C:28]([CH2:29][N:30]2[C:34]3=[N:35][CH:36]=[CH:37][C:38]([O:39][C:40]4[CH:45]=[CH:44][C:43]([NH:46][C:47]5[N:62]=[CH:61][CH:60]=[CH:59][C:48]=5[C:49]([NH:51][C:52]5[CH:57]=[CH:56][C:55]([F:58])=[CH:54][CH:53]=5)=[O:50])=[CH:42][C:41]=4[F:63])=[C:33]3[C:32]([NH:8][CH:5]3[CH2:6][CH2:7][N:2]([CH3:1])[CH2:3][CH2:4]3)=[N:31]2)=[CH:65][CH:66]=1. The yield is 0.110. (6) The reactants are Br[C:2]1[C:10]2[C:6](=[N:7][S:8][N:9]=2)[C:5](Br)=[CH:4][C:3]=1Cl.C[Sn](C)(C)[C:15]1[S:16][CH:17]=[C:18]([CH2:20][CH2:21][CH2:22][CH2:23][CH2:24][CH2:25][CH2:26][CH2:27][CH2:28][CH2:29][CH2:30][CH3:31])[CH:19]=1.[CH3:55][C:50]1[CH:51]=[CH:52][CH:53]=[CH:54][C:49]=1P([C:49]1[CH:54]=[CH:53][CH:52]=[CH:51][C:50]=1[CH3:55])[C:49]1[CH:54]=[CH:53][CH:52]=[CH:51][C:50]=1[CH3:55]. The catalyst is C1C=CC(/C=C/C(/C=C/C2C=CC=CC=2)=O)=CC=1.C1C=CC(/C=C/C(/C=C/C2C=CC=CC=2)=O)=CC=1.C1C=CC(/C=C/C(/C=C/C2C=CC=CC=2)=O)=CC=1.[Pd].[Pd]. The product is [CH2:20]([C:18]1[CH:19]=[C:15]([C:2]2[C:10]3[C:6](=[N:7][S:8][N:9]=3)[C:5]([C:15]3[S:16][CH:17]=[C:18]([CH2:20][CH2:21][CH2:22][CH2:23][CH2:24][CH2:49][CH2:54][CH2:53][CH2:52][CH2:51][CH2:50][CH3:55])[CH:19]=3)=[CH:4][CH:3]=2)[S:16][CH:17]=1)[CH2:21][CH2:22][CH2:23][CH2:24][CH2:25][CH2:26][CH2:27][CH2:28][CH2:29][CH2:30][CH3:31]. The yield is 0.170.